Task: Predict which catalyst facilitates the given reaction.. Dataset: Catalyst prediction with 721,799 reactions and 888 catalyst types from USPTO Reactant: [F:1][C:2]1[CH:3]=[C:4]([C:8]2[N:9]=[C:10]([CH:18]3[CH2:23][CH2:22][CH:21]([C:24]([OH:26])=[O:25])[CH2:20][CH2:19]3)[CH:11]=[C:12]3[C:17]=2[N:16]=[CH:15][CH:14]=[CH:13]3)[CH:5]=[CH:6][CH:7]=1.O.[OH-].[Na+]. Product: [F:1][C:2]1[CH:3]=[C:4]([C:8]2[N:9]=[C:10]([C@H:18]3[CH2:19][CH2:20][C@H:21]([C:24]([OH:26])=[O:25])[CH2:22][CH2:23]3)[CH:11]=[C:12]3[C:17]=2[N:16]=[CH:15][CH:14]=[CH:13]3)[CH:5]=[CH:6][CH:7]=1. The catalyst class is: 10.